This data is from Forward reaction prediction with 1.9M reactions from USPTO patents (1976-2016). The task is: Predict the product of the given reaction. (1) Given the reactants [CH3:1][S:2](Cl)(=[O:4])=[O:3].[CH:6]([O:9][C:10]([N:12]1[CH2:18][CH2:17][CH2:16][CH:15]([N:19]([C:35](=[O:37])[CH3:36])[CH2:20][C:21]2[CH:26]=[C:25]([C:27]([F:30])([F:29])[F:28])[CH:24]=[C:23]([C:31]([F:34])([F:33])[F:32])[CH:22]=2)[C:14]2[CH:38]=[CH:39][C:40]([NH2:42])=[CH:41][C:13]1=2)=[O:11])([CH3:8])[CH3:7].N1C=CC=CC=1, predict the reaction product. The product is: [C:35]([N:19]([CH2:20][C:21]1[CH:22]=[C:23]([C:31]([F:34])([F:33])[F:32])[CH:24]=[C:25]([C:27]([F:30])([F:28])[F:29])[CH:26]=1)[CH:15]1[CH2:16][CH2:17][CH2:18][N:12]([C:10]([O:9][CH:6]([CH3:8])[CH3:7])=[O:11])[C:13]2[CH:41]=[C:40]([NH:42][S:2]([CH3:1])(=[O:4])=[O:3])[CH:39]=[CH:38][C:14]1=2)(=[O:37])[CH3:36]. (2) Given the reactants [F:1][CH:2]([F:33])[C:3]1[C:11]2[C:6](=[CH:7][C:8]([C:12]([F:15])([F:14])[F:13])=[CH:9][CH:10]=2)[N:5]([S:16]([C:19]2[CH:24]=[CH:23][C:22]([O:25][CH3:26])=[C:21]([N:27]3[CH2:32][CH2:31][NH:30][CH2:29][CH2:28]3)[CH:20]=2)(=[O:18])=[O:17])[CH:4]=1.C([O-])([O-])=O.[K+].[K+].Br[CH2:41][CH3:42], predict the reaction product. The product is: [F:33][CH:2]([F:1])[C:3]1[C:11]2[C:6](=[CH:7][C:8]([C:12]([F:13])([F:14])[F:15])=[CH:9][CH:10]=2)[N:5]([S:16]([C:19]2[CH:24]=[CH:23][C:22]([O:25][CH3:26])=[C:21]([N:27]3[CH2:28][CH2:29][N:30]([CH2:41][CH3:42])[CH2:31][CH2:32]3)[CH:20]=2)(=[O:18])=[O:17])[CH:4]=1. (3) Given the reactants Br[C:2]1[CH:3]=[C:4]([CH:24]=[CH:25][CH:26]=1)[CH2:5][NH:6][C:7](=[O:23])[CH2:8][N:9]([CH:20]([CH3:22])[CH3:21])[S:10]([C:13]1[CH:18]=[CH:17][C:16]([F:19])=[CH:15][CH:14]=1)(=[O:12])=[O:11].[CH:27]1(B(O)O)[CH2:29][CH2:28]1.C1(P(C2CCCCC2)C2CCCCC2)CCCCC1.[O-]P([O-])([O-])=O.[K+].[K+].[K+], predict the reaction product. The product is: [CH:27]1([C:2]2[CH:3]=[C:4]([CH:24]=[CH:25][CH:26]=2)[CH2:5][NH:6][C:7](=[O:23])[CH2:8][N:9]([CH:20]([CH3:22])[CH3:21])[S:10]([C:13]2[CH:14]=[CH:15][C:16]([F:19])=[CH:17][CH:18]=2)(=[O:11])=[O:12])[CH2:29][CH2:28]1.